The task is: Predict the reactants needed to synthesize the given product.. This data is from Full USPTO retrosynthesis dataset with 1.9M reactions from patents (1976-2016). (1) Given the product [CH3:1][N:2]([CH3:3])/[N:4]=[CH:5]/[C:16](=[O:17])[C:15]([F:26])([F:25])[F:14], predict the reactants needed to synthesize it. The reactants are: [CH3:1][N:2]([N:4]=[CH2:5])[CH3:3].N1C(C)=CC=CC=1C.[F:14][C:15]([F:26])([F:25])[C:16](O[C:16](=[O:17])[C:15]([F:26])([F:25])[F:14])=[O:17]. (2) The reactants are: Br[C:2]1[CH:3]=[CH:4][C:5]2[N:6]([CH:8]=[N:9][N:10]=2)[CH:7]=1.[OH-].[Na+].[O:13]1[CH2:18][CH2:17][CH2:16][CH2:15][CH:14]1[O:19][CH2:20][CH2:21][N:22]1[CH:26]=[C:25](B2OC(C)(C)C(C)(C)O2)[CH:24]=[N:23]1. Given the product [O:13]1[CH2:18][CH2:17][CH2:16][CH2:15][CH:14]1[O:19][CH2:20][CH2:21][N:22]1[CH:26]=[C:25]([C:2]2[CH:3]=[CH:4][C:5]3[N:6]([CH:8]=[N:9][N:10]=3)[CH:7]=2)[CH:24]=[N:23]1, predict the reactants needed to synthesize it. (3) Given the product [C:3]([C:6]1[CH:7]=[C:8]([C:12]2[C:13]([C:26]3[CH:31]=[CH:30][CH:29]=[CH:28][CH:27]=3)=[N:14][C:15]3[C:20]([N:21]=2)=[CH:19][C:18]([C:22]([OH:24])=[O:23])=[CH:17][CH:16]=3)[CH:9]=[CH:10][CH:11]=1)([OH:5])=[O:4], predict the reactants needed to synthesize it. The reactants are: [OH-].[Na+].[C:3]([C:6]1[CH:7]=[C:8]([C:12]2[C:13]([C:26]3[CH:31]=[CH:30][CH:29]=[CH:28][CH:27]=3)=[N:14][C:15]3[C:20]([N:21]=2)=[CH:19][C:18]([C:22]([O:24]C)=[O:23])=[CH:17][CH:16]=3)[CH:9]=[CH:10][CH:11]=1)([OH:5])=[O:4]. (4) Given the product [CH3:27][O:26][CH:25]([C:16]1[CH:17]=[CH:18][C:19]([C:21]([F:24])([F:23])[F:22])=[CH:20][C:15]=1[CH2:14][N:7]([CH2:6][C:5]1[CH:33]=[C:34]([C:36]([F:38])([F:39])[F:37])[CH:35]=[C:3]([C:2]([F:41])([F:40])[F:1])[CH:4]=1)[C:8]1[N:9]=[N:10][N:11]([CH3:13])[N:12]=1)[C:29]([CH3:43])([CH3:32])[CH3:30], predict the reactants needed to synthesize it. The reactants are: [F:1][C:2]([F:41])([F:40])[C:3]1[CH:4]=[C:5]([CH:33]=[C:34]([C:36]([F:39])([F:38])[F:37])[CH:35]=1)[CH2:6][N:7]([CH2:14][C:15]1[CH:20]=[C:19]([C:21]([F:24])([F:23])[F:22])[CH:18]=[CH:17][C:16]=1[CH:25]([CH:29]1[CH2:32]C[CH2:30]1)[O:26][CH2:27]C)[C:8]1[N:9]=[N:10][N:11]([CH3:13])[N:12]=1.F[C:43](F)(F)C1C=C(C=C(C(F)(F)F)C=1)CN(CC1C=C(C(F)(F)F)C=CC=1C=O)C1N=NN(C)N=1.C([Mg]Cl)(C)(C)C.CI. (5) Given the product [CH3:28][C:27]([CH3:30])([CH3:29])[C:26]([NH:25][C:22]1[N:23]=[CH:24][C:19]([C:17](=[O:18])[CH2:16][O:3][C:1](=[O:4])[CH3:2])=[N:20][CH:21]=1)=[O:31], predict the reactants needed to synthesize it. The reactants are: [C:1]([OH:4])(=[O:3])[CH3:2].CN(C=O)C.C([O-])(=O)C.[Na+].Br[CH2:16][C:17]([C:19]1[N:20]=[CH:21][C:22]([NH:25][C:26](=[O:31])[C:27]([CH3:30])([CH3:29])[CH3:28])=[N:23][CH:24]=1)=[O:18].